This data is from Merck oncology drug combination screen with 23,052 pairs across 39 cell lines. The task is: Regression. Given two drug SMILES strings and cell line genomic features, predict the synergy score measuring deviation from expected non-interaction effect. (1) Drug 2: CCc1c2c(nc3ccc(O)cc13)-c1cc3c(c(=O)n1C2)COC(=O)C3(O)CC. Synergy scores: synergy=4.02. Cell line: PA1. Drug 1: Cn1c(=O)n(-c2ccc(C(C)(C)C#N)cc2)c2c3cc(-c4cnc5ccccc5c4)ccc3ncc21. (2) Drug 1: NC(=O)c1cccc2cn(-c3ccc(C4CCCNC4)cc3)nc12. Drug 2: CCc1c2c(nc3ccc(O)cc13)-c1cc3c(c(=O)n1C2)COC(=O)C3(O)CC. Cell line: A375. Synergy scores: synergy=31.5. (3) Drug 1: O=C(CCCCCCC(=O)Nc1ccccc1)NO. Drug 2: O=C(O)C1(Cc2cccc(Nc3nccs3)n2)CCC(Oc2cccc(Cl)c2F)CC1. Cell line: OCUBM. Synergy scores: synergy=-3.24.